Dataset: Full USPTO retrosynthesis dataset with 1.9M reactions from patents (1976-2016). Task: Predict the reactants needed to synthesize the given product. Given the product [C:36]([OH:38])(=[O:37])/[CH:35]=[CH:25]\[C:26]([OH:28])=[O:27].[CH2:1]([S:4]([OH:7])(=[O:6])=[O:5])[CH:2]=[CH2:3], predict the reactants needed to synthesize it. The reactants are: [CH2:1]([S:4]([O-:7])(=[O:6])=[O:5])[CH:2]=[CH2:3].[Na+].C(N([CH2:25][C:26]([OH:28])=[O:27])[CH2:25][C:26]([OH:28])=[O:27])CN([CH2:25][C:26]([OH:28])=[O:27])[CH2:25][C:26]([OH:28])=[O:27].[Na].[Na].[Na].[Na].C1(=O)[O:38][C:36](=[O:37])[CH:35]=C1.